Dataset: Full USPTO retrosynthesis dataset with 1.9M reactions from patents (1976-2016). Task: Predict the reactants needed to synthesize the given product. (1) Given the product [CH3:1][CH:2]([CH3:22])[CH2:3][CH2:4][NH:5][C:6]([C:8]1[C:9]([C:14]2[CH:19]=[CH:18][CH:17]=[CH:16][C:15]=2[CH2:20][NH:21][S:30]([C:27]2[CH:28]=[CH:29][C:24]([F:23])=[CH:25][CH:26]=2)(=[O:32])=[O:31])=[CH:10][CH:11]=[CH:12][CH:13]=1)=[O:7], predict the reactants needed to synthesize it. The reactants are: [CH3:1][CH:2]([CH3:22])[CH2:3][CH2:4][NH:5][C:6]([C:8]1[C:9]([C:14]2[CH:19]=[CH:18][CH:17]=[CH:16][C:15]=2[CH2:20][NH2:21])=[CH:10][CH:11]=[CH:12][CH:13]=1)=[O:7].[F:23][C:24]1[CH:29]=[CH:28][C:27]([S:30](Cl)(=[O:32])=[O:31])=[CH:26][CH:25]=1.CC(C)CCNC(C1C(C2C=CC=CC=2C(S(C2C=CC(F)=CC=2)(=O)=O)N)=CC=CC=1)=O. (2) Given the product [ClH:42].[CH:37]1([N:27]2[C:25]3[N:26]=[C:21]([NH:20][C:17]4[CH:18]=[CH:19][C:14]([N:11]5[CH2:10][CH2:9][NH:8][CH2:13][CH2:12]5)=[CH:15][N:16]=4)[N:22]=[CH:23][C:24]=3[CH:30]=[C:29]([CH2:31][CH2:32][O:33][CH2:34][CH3:35])[C:28]2=[O:36])[CH2:38][CH2:39][CH2:40][CH2:41]1, predict the reactants needed to synthesize it. The reactants are: C(OC([N:8]1[CH2:13][CH2:12][N:11]([C:14]2[CH:15]=[N:16][C:17]([NH:20][C:21]3[N:22]=[CH:23][C:24]4[CH:30]=[C:29]([CH2:31][CH2:32][O:33][CH2:34][CH3:35])[C:28](=[O:36])[N:27]([CH:37]5[CH2:41][CH2:40][CH2:39][CH2:38]5)[C:25]=4[N:26]=3)=[CH:18][CH:19]=2)[CH2:10][CH2:9]1)=O)(C)(C)C.[ClH:42]. (3) Given the product [CH:1]([N:4]1[C:24]2[C:23](=[O:31])[CH2:22][C:9]3([CH2:10][CH2:11][N:12]([C:15]([O:17][C:18]([CH3:19])([CH3:21])[CH3:20])=[O:16])[CH2:13][CH2:14]3)[CH2:8][C:7]=2[CH:6]=[N:5]1)([CH3:3])[CH3:2], predict the reactants needed to synthesize it. The reactants are: [CH:1]([N:4]1[C:24]2[CH:23]=[CH:22][C:9]3([CH2:14][CH2:13][N:12]([C:15]([O:17][C:18]([CH3:21])([CH3:20])[CH3:19])=[O:16])[CH2:11][CH2:10]3)[CH2:8][C:7]=2[CH:6]=[N:5]1)([CH3:3])[CH3:2].BrN1C(=[O:31])CCC1=O. (4) Given the product [ClH:1].[ClH:1].[NH2:12][C:9]1[NH:8][C:7](=[CH:6][CH2:5][CH2:4][NH2:3])[C:11](=[O:17])[N:10]=1, predict the reactants needed to synthesize it. The reactants are: [ClH:1].Cl.[NH2:3][CH2:4][CH2:5][CH2:6][C:7]1[N:8]=[C:9]([NH2:12])[NH:10][CH:11]=1.BrBr.C([O:17]CC)C. (5) Given the product [NH2:8][C:5]1[N:6]=[N:7][C:2]([C:17]2[CH:26]=[CH:25][C:20]([C:21]([O:23][CH3:24])=[O:22])=[CH:19][CH:18]=2)=[CH:3][CH:4]=1, predict the reactants needed to synthesize it. The reactants are: Cl[C:2]1[N:7]=[N:6][C:5]([NH2:8])=[CH:4][CH:3]=1.CC1(C)C(C)(C)OB([C:17]2[CH:26]=[CH:25][C:20]([C:21]([O:23][CH3:24])=[O:22])=[CH:19][CH:18]=2)O1.CC(C1C=C(C(C)C)C(C2C=CC=CC=2P(C2CCCCC2)C2CCCCC2)=C(C(C)C)C=1)C.C([O-])([O-])=O.[Na+].[Na+]. (6) Given the product [C:7]([O:5][CH:2]([CH3:3])[CH3:1])(=[O:8])[CH3:6].[C:7]([O:16][CH3:14])(=[O:8])[CH3:9].[CH3:6][C:7](=[O:8])[CH2:9][CH2:10][CH3:11], predict the reactants needed to synthesize it. The reactants are: [CH3:1][C:2](=[O:5])[CH2:3]C.[CH3:6][C:7]([CH2:9][CH:10](C)[CH3:11])=[O:8].C[CH:14]([OH:16])C.C1(C)C=CC=CC=1. (7) Given the product [CH2:7]([OH:6])[CH2:12][CH2:11][CH2:10][CH2:9][CH2:8][CH2:20][CH2:15][CH2:14][CH2:13][OH:18], predict the reactants needed to synthesize it. The reactants are: C([O:6][CH:7]1[CH2:12][CH2:11][CH2:10][CH2:9][CH2:8]1)(=O)C(C)=C.[C:13]([O:18]C)(=O)[C:14](C)=[CH2:15].[C:20]1(C)C=CC=CC=1.N(C(C)(C)C#N)=NC(C)(C)C#N. (8) Given the product [OH:1][C@H:2]1[C@H:6]2[O:7][CH2:8][C@:3]1([CH2:19][OH:20])[O:4][C@H:5]2[N:9]1[CH:17]=[N:16][C:15]2[C:10]1=[N:11][CH:12]=[N:13][C:14]=2[NH:18][C:26](=[O:33])[C:27]1[CH:32]=[CH:31][CH:30]=[CH:29][CH:28]=1, predict the reactants needed to synthesize it. The reactants are: [OH:1][C@H:2]1[C@H:6]2[O:7][CH2:8][C@:3]1([CH2:19][OH:20])[O:4][C@H:5]2[N:9]1[CH:17]=[N:16][C:15]2[C:10]1=[N:11][CH:12]=[N:13][C:14]=2[NH2:18].C[Si](Cl)(C)C.[C:26](Cl)(=[O:33])[C:27]1[CH:32]=[CH:31][CH:30]=[CH:29][CH:28]=1.N.